Dataset: Full USPTO retrosynthesis dataset with 1.9M reactions from patents (1976-2016). Task: Predict the reactants needed to synthesize the given product. Given the product [F:18][C:19]1[CH:20]=[CH:21][C:22]([C:25]2[N:26]=[N:27][N:1]([C:2]3[CH:3]=[C:4]([CH:7]=[C:8]([CH2:10][O:11][CH3:12])[CH:9]=3)[C:5]#[N:6])[N:13]=2)=[N:23][CH:24]=1, predict the reactants needed to synthesize it. The reactants are: [NH2:1][C:2]1[CH:3]=[C:4]([CH:7]=[C:8]([CH2:10][O:11][CH3:12])[CH:9]=1)[C:5]#[N:6].[N:13]([O-])=O.[Na+].Cl.[F:18][C:19]1[CH:20]=[CH:21][C:22](/[CH:25]=[N:26]/[NH:27]S(C2C=CC(C)=CC=2)(=O)=O)=[N:23][CH:24]=1.